From a dataset of Reaction yield outcomes from USPTO patents with 853,638 reactions. Predict the reaction yield, written as a fraction of the theoretical maximum amount of product (1.0 means a 100% yield; for example, 0.34 means a 34% yield). (1) The reactants are [NH2:1][C:2]1[CH:7]=[CH:6][C:5]([CH2:8][CH2:9][CH2:10][CH2:11][O:12][C:13]2[CH:18]=[CH:17][C:16]([CH2:19][C@H:20]([O:24][CH2:25][CH3:26])[C:21]([OH:23])=[O:22])=[CH:15][CH:14]=2)=[CH:4][CH:3]=1.[C:27]([O:31][C:32]([NH:34][C:35](=[N:38][C:39]([O:41][C:42]([CH3:45])([CH3:44])[CH3:43])=[O:40])SC)=[O:33])([CH3:30])([CH3:29])[CH3:28].C(N(CC)C(C)C)(C)C.C(Cl)Cl. The catalyst is C1COCC1.CO.C(Cl)Cl. The product is [C:42]([O:41][C:39]([NH:38][C:35]([NH:1][C:2]1[CH:3]=[CH:4][C:5]([CH2:8][CH2:9][CH2:10][CH2:11][O:12][C:13]2[CH:14]=[CH:15][C:16]([CH2:19][C@H:20]([O:24][CH2:25][CH3:26])[C:21]([OH:23])=[O:22])=[CH:17][CH:18]=2)=[CH:6][CH:7]=1)=[N:34][C:32]([O:31][C:27]([CH3:30])([CH3:29])[CH3:28])=[O:33])=[O:40])([CH3:45])([CH3:44])[CH3:43]. The yield is 0.375. (2) The reactants are CCN(C(C)C)C(C)C.[OH:10][C:11]1[CH:12]=[CH:13][CH:14]=[C:15]2[C:20]=1[O:19][C:18](=[O:21])[C:17]([C:22]([OH:24])=O)=[CH:16]2.CN(C(ON1N=NC2C=CC=NC1=2)=[N+](C)C)C.F[P-](F)(F)(F)(F)F.[O:49]1[C:53]2[CH:54]=[CH:55][C:56]([C:58]3[CH:59]=[C:60]([NH2:64])[CH:61]=[CH:62][CH:63]=3)=[CH:57][C:52]=2[CH2:51][CH2:50]1. The catalyst is CN(C=O)C. The product is [O:49]1[C:53]2[CH:54]=[CH:55][C:56]([C:58]3[CH:59]=[C:60]([NH:64][C:22]([C:17]4[C:18](=[O:21])[O:19][C:20]5[C:15]([CH:16]=4)=[CH:14][CH:13]=[CH:12][C:11]=5[OH:10])=[O:24])[CH:61]=[CH:62][CH:63]=3)=[CH:57][C:52]=2[CH2:51][CH2:50]1. The yield is 0.490. (3) The reactants are [C:1]1([N:7]2[C:19](=[O:20])[C:11]3[NH:12][C:13]4[CH:14]=[CH:15][CH:16]=[CH:17][C:18]=4[C:10]=3[NH:9][C:8]2=[S:21])[CH:6]=[CH:5][CH:4]=[CH:3][CH:2]=1.[OH-].[K+].O.Cl[CH2:26][C:27]([O:29][C:30]([CH3:33])([CH3:32])[CH3:31])=[O:28]. The catalyst is CC(N(C)C)=O.C(Cl)Cl.CO. The product is [O:20]=[C:19]1[C:11]2[NH:12][C:13]3[CH:14]=[CH:15][CH:16]=[CH:17][C:18]=3[C:10]=2[N:9]=[C:8]([S:21][CH2:26][C:27]([O:29][C:30]([CH3:33])([CH3:32])[CH3:31])=[O:28])[N:7]1[C:1]1[CH:2]=[CH:3][CH:4]=[CH:5][CH:6]=1. The yield is 0.400. (4) The reactants are [CH3:1][O:2][C:3]1[C:8]2[N:9]=[C:10]([NH2:12])[O:11][C:7]=2[C:6]([NH2:13])=[CH:5][CH:4]=1.C(=O)([O-])[O-].[K+].[K+].I[CH2:21][CH2:22][O:23][CH2:24][CH2:25]I. The catalyst is CN(C=O)C. The product is [CH3:1][O:2][C:3]1[C:8]2[N:9]=[C:10]([NH2:12])[O:11][C:7]=2[C:6]([N:13]2[CH2:25][CH2:24][O:23][CH2:22][CH2:21]2)=[CH:5][CH:4]=1. The yield is 0.530. (5) The reactants are [N:1]1([C:7](=[S:9])[NH2:8])[CH2:6][CH2:5][O:4][CH2:3][CH2:2]1.Br[CH:11]([CH3:18])[C:12](=O)[C:13]([O:15][CH3:16])=[O:14]. The catalyst is CO. The product is [CH3:18][C:11]1[S:9][C:7]([N:1]2[CH2:6][CH2:5][O:4][CH2:3][CH2:2]2)=[N:8][C:12]=1[C:13]([O:15][CH3:16])=[O:14]. The yield is 0.710. (6) The reactants are Br[C:2]1[C:3]2[C:4]3[CH:17]=[CH:16][S:15][C:5]=3[C:6](=[O:14])[NH:7][C:8]=2[CH:9]=[CH:10][C:11]=1[O:12][CH3:13].CC1(C)C(C)(C)OB([C:26]2[CH:31]=[CH:30][C:29]([C:32]3([CH2:36][NH:37][C:38](=[O:44])[O:39][C:40]([CH3:43])([CH3:42])[CH3:41])[CH2:35][CH2:34][CH2:33]3)=[CH:28][CH:27]=2)O1. No catalyst specified. The product is [C:40]([O:39][C:38](=[O:44])[NH:37][CH2:36][C:32]1([C:29]2[CH:28]=[CH:27][C:26]([C:2]3[C:3]4[C:4]5[CH:17]=[CH:16][S:15][C:5]=5[C:6](=[O:14])[NH:7][C:8]=4[CH:9]=[CH:10][C:11]=3[O:12][CH3:13])=[CH:31][CH:30]=2)[CH2:35][CH2:34][CH2:33]1)([CH3:43])([CH3:41])[CH3:42]. The yield is 0.330.